Dataset: Reaction yield outcomes from USPTO patents with 853,638 reactions. Task: Predict the reaction yield, written as a fraction of the theoretical maximum amount of product (1.0 means a 100% yield; for example, 0.34 means a 34% yield). The reactants are [OH2:1].[OH-].[Li+].[Cl:4][C:5]1[CH:10]=[CH:9][C:8]([CH:11]2[C:15](=[O:16])[N:14]([C:17]([O:19][C:20]([CH3:23])([CH3:22])[CH3:21])=[O:18])[C:13]([CH3:25])([CH3:24])[CH2:12]2)=[CH:7][CH:6]=1. The product is [C:20]([O:19][C:17]([NH:14][C:13]([CH3:25])([CH3:24])[CH2:12][CH:11]([C:8]1[CH:9]=[CH:10][C:5]([Cl:4])=[CH:6][CH:7]=1)[C:15]([OH:1])=[O:16])=[O:18])([CH3:23])([CH3:22])[CH3:21]. The catalyst is C1COCC1.CO.O. The yield is 0.632.